This data is from Full USPTO retrosynthesis dataset with 1.9M reactions from patents (1976-2016). The task is: Predict the reactants needed to synthesize the given product. Given the product [OH:12][C:8]1[CH:9]=[C:10]2[C:5](=[CH:6][CH:7]=1)[C:4]([O:14][C:15]1[CH:16]=[CH:17][C:18]([NH:21][C:22](=[O:27])[CH2:23][C:24]([OH:26])=[O:25])=[CH:19][CH:20]=1)=[C:3]([C:28]1[CH:29]=[CH:30][CH:31]=[CH:32][CH:33]=1)[C:2]([CH3:1])=[CH:11]2, predict the reactants needed to synthesize it. The reactants are: [CH3:1][C:2]1[C:3]([C:28]2[CH:33]=[CH:32][CH:31]=[CH:30][CH:29]=2)=[C:4]([O:14][C:15]2[CH:20]=[CH:19][C:18]([NH:21][C:22](=[O:27])[CH2:23][C:24]([OH:26])=[O:25])=[CH:17][CH:16]=2)[C:5]2[C:10]([CH:11]=1)=[CH:9][C:8]([O:12]C)=[CH:7][CH:6]=2.B(Br)(Br)Br.